Dataset: Reaction yield outcomes from USPTO patents with 853,638 reactions. Task: Predict the reaction yield, written as a fraction of the theoretical maximum amount of product (1.0 means a 100% yield; for example, 0.34 means a 34% yield). (1) The reactants are Cl[C:2]1[S:3][C:4]2[CH:10]=[CH:9][CH:8]=[CH:7][C:5]=2[N:6]=1.C(=O)([O-])[O-].[Cs+].[Cs+].[C:17]([O:21][C:22]([N:24]1[CH2:29][CH2:28][CH:27](O)[CH2:26][CH2:25]1)=[O:23])([CH3:20])([CH3:19])[CH3:18].C[N:32](C=O)C. No catalyst specified. The product is [C:17]([O:21][C:22]([N:24]1[CH2:29][CH2:28][CH:27]([NH:32][C:2]2[S:3][C:4]3[CH:10]=[CH:9][CH:8]=[CH:7][C:5]=3[N:6]=2)[CH2:26][CH2:25]1)=[O:23])([CH3:20])([CH3:19])[CH3:18]. The yield is 0.370. (2) The reactants are [CH3:1][C:2]1[C:6]([CH2:7][N:8]2[N:12]=[N:11][C:10]([NH2:13])=[N:9]2)=[C:5]([CH3:14])[O:4][N:3]=1.[CH3:15][O:16][C:17]1[CH:18]=[C:19]([CH:23]=[CH:24][CH:25]=1)[C:20](Cl)=[O:21].N1C=CC=CC=1. The catalyst is C(#N)C.ClCCl. The product is [CH3:1][C:2]1[C:6]([CH2:7][N:8]2[N:12]=[N:11][C:10]([NH:13][C:20](=[O:21])[C:19]3[CH:23]=[CH:24][CH:25]=[C:17]([O:16][CH3:15])[CH:18]=3)=[N:9]2)=[C:5]([CH3:14])[O:4][N:3]=1. The yield is 0.350. (3) The reactants are [CH2:1]([O:8][C:9]1[C:13](/[CH:14]=[C:15]2/[C:16](=[O:21])[NH:17][C:18](=[O:20])[S:19]/2)=[CH:12][N:11]([C:22]2[CH:27]=[CH:26][CH:25]=[CH:24][CH:23]=2)[N:10]=1)[C:2]1[CH:7]=[CH:6][CH:5]=[CH:4][CH:3]=1.[CH3:28]N(C)C=O.[H-].[Na+].CI. The catalyst is O. The product is [CH2:1]([O:8][C:9]1[C:13](/[CH:14]=[C:15]2/[C:16](=[O:21])[N:17]([CH3:28])[C:18](=[O:20])[S:19]/2)=[CH:12][N:11]([C:22]2[CH:27]=[CH:26][CH:25]=[CH:24][CH:23]=2)[N:10]=1)[C:2]1[CH:3]=[CH:4][CH:5]=[CH:6][CH:7]=1. The yield is 0.980.